From a dataset of Forward reaction prediction with 1.9M reactions from USPTO patents (1976-2016). Predict the product of the given reaction. (1) Given the reactants Cl[CH2:2][C:3]([N:5]1[CH2:10][CH2:9][N:8]([C:11]2[CH:16]=[CH:15][C:14]([Cl:17])=[C:13]([O:18][CH3:19])[CH:12]=2)[CH2:7][CH2:6]1)=[O:4].[CH3:20][C@H:21]1[CH2:26][CH2:25][CH2:24][C@@H:23]([CH3:27])[NH:22]1.C([O-])([O-])=O.[K+].[K+], predict the reaction product. The product is: [Cl:17][C:14]1[CH:15]=[CH:16][C:11]([N:8]2[CH2:9][CH2:10][N:5]([C:3](=[O:4])[CH2:2][N:22]3[C@H:23]([CH3:27])[CH2:24][CH2:25][CH2:26][C@@H:21]3[CH3:20])[CH2:6][CH2:7]2)=[CH:12][C:13]=1[O:18][CH3:19]. (2) Given the reactants [Br:1][C:2]1[CH:18]=[CH:17][C:5]2[NH:6][C:7](=[O:16])[CH2:8][C:9](=[CH:12]N(C)C)[C:10](=O)[C:4]=2[CH:3]=1.[NH2:19][C:20]([NH2:22])=[NH:21], predict the reaction product. The product is: [NH2:21][C:20]1[N:22]=[CH:12][C:9]2[CH2:8][C:7](=[O:16])[NH:6][C:5]3[CH:17]=[CH:18][C:2]([Br:1])=[CH:3][C:4]=3[C:10]=2[N:19]=1.